This data is from Forward reaction prediction with 1.9M reactions from USPTO patents (1976-2016). The task is: Predict the product of the given reaction. Given the reactants [NH2:1][C:2]1[CH:10]=[CH:9][CH:8]=[CH:7][C:3]=1[C:4]([NH2:6])=[O:5].[C:11]([N:14]1[CH2:19][CH2:18][N:17]([C:20]2[CH:27]=[CH:26][C:23]([CH:24]=O)=[CH:22][CH:21]=2)[CH2:16][CH2:15]1)(=[O:13])[CH3:12].CC1C=CC(S(O)(=O)=O)=CC=1.OS([O-])=O.[Na+], predict the reaction product. The product is: [C:11]([N:14]1[CH2:19][CH2:18][N:17]([C:20]2[CH:27]=[CH:26][C:23]([C:24]3[NH:6][C:4](=[O:5])[C:3]4[C:2](=[CH:10][CH:9]=[CH:8][CH:7]=4)[N:1]=3)=[CH:22][CH:21]=2)[CH2:16][CH2:15]1)(=[O:13])[CH3:12].